Dataset: Catalyst prediction with 721,799 reactions and 888 catalyst types from USPTO. Task: Predict which catalyst facilitates the given reaction. (1) Reactant: O1CCCCC1[O:7][NH:8][C:9]([C:11]1[CH:12]=[N:13][C:14]([N:17]2[CH2:22][CH:21]3[CH:19]([CH:20]3[N:23]([S:31]([C:34]3[CH:43]=[CH:42][C:41]4[C:36](=[CH:37][CH:38]=[CH:39][CH:40]=4)[CH:35]=3)(=[O:33])=[O:32])[CH2:24][CH2:25][N:26]3[CH2:30][CH2:29][CH2:28][CH2:27]3)[CH2:18]2)=[N:15][CH:16]=1)=[O:10].C(O)(C(F)(F)F)=O.C(Cl)Cl. Product: [OH:7][NH:8][C:9]([C:11]1[CH:16]=[N:15][C:14]([N:17]2[CH2:22][CH:21]3[CH:19]([CH:20]3[N:23]([S:31]([C:34]3[CH:43]=[CH:42][C:41]4[C:36](=[CH:37][CH:38]=[CH:39][CH:40]=4)[CH:35]=3)(=[O:33])=[O:32])[CH2:24][CH2:25][N:26]3[CH2:30][CH2:29][CH2:28][CH2:27]3)[CH2:18]2)=[N:13][CH:12]=1)=[O:10]. The catalyst class is: 5. (2) Reactant: [CH2:1]([NH:3][C:4]([NH:6][C:7]1[CH:12]=[C:11]([C:13]2[S:14][CH:15]=[C:16]([C:18]3[CH:23]=[CH:22][CH:21]=[C:20]([O:24][CH3:25])[N:19]=3)[N:17]=2)[C:10]([C:26]2[S:27][C:28]([C:37]([NH:39][NH2:40])=[O:38])=[C:29]([C:31]3[N:35]([CH3:36])[N:34]=[CH:33][N:32]=3)[N:30]=2)=[CH:9][N:8]=1)=[O:5])[CH3:2].[C:41](N1C=CN=C1)(N1C=CN=C1)=[O:42]. Product: [CH2:1]([NH:3][C:4]([NH:6][C:7]1[CH:12]=[C:11]([C:13]2[S:14][CH:15]=[C:16]([C:18]3[CH:23]=[CH:22][CH:21]=[C:20]([O:24][CH3:25])[N:19]=3)[N:17]=2)[C:10]([C:26]2[S:27][C:28]([C:37]3[O:38][C:41](=[O:42])[NH:40][N:39]=3)=[C:29]([C:31]3[N:35]([CH3:36])[N:34]=[CH:33][N:32]=3)[N:30]=2)=[CH:9][N:8]=1)=[O:5])[CH3:2]. The catalyst class is: 3. (3) Reactant: [C:1]([C:3]1[CH:8]=[CH:7][C:6]([N:9]2[C:13](=[O:14])[C:12]([CH3:16])([CH3:15])[N:11]([CH2:17][CH2:18][CH2:19][C:20](O)=[O:21])[C:10]2=[S:23])=[CH:5][C:4]=1[C:24]([F:27])([F:26])[F:25])#[N:2].C(Cl)CCl.C1C=CC2N(O)N=NC=2C=1.[CH2:42]([O:44][CH2:45][CH2:46][O:47][CH2:48][CH2:49][NH2:50])[CH3:43]. Product: [C:1]([C:3]1[CH:8]=[CH:7][C:6]([N:9]2[C:13](=[O:14])[C:12]([CH3:16])([CH3:15])[N:11]([CH2:17][CH2:18][CH2:19][C:20]([NH:50][CH2:49][CH2:48][O:47][CH2:46][CH2:45][O:44][CH2:42][CH3:43])=[O:21])[C:10]2=[S:23])=[CH:5][C:4]=1[C:24]([F:27])([F:26])[F:25])#[N:2]. The catalyst class is: 4. (4) Reactant: [CH3:1][S:2][C:3]1[S:4][C:5]2[CH:11]=[C:10]([CH2:12][N:13]3[CH:18]=[CH:17][N:16]=[C:15]([N:19]4[CH2:24][CH2:23][O:22][CH2:21][CH2:20]4)[CH2:14]3)[CH:9]=[CH:8][C:6]=2[N:7]=1.C1C=C(Cl)C=C(C(OO)=[O:33])C=1. Product: [CH3:1][S:2]([C:3]1[S:4][C:5]2[CH:11]=[C:10]([CH2:12][N:13]3[CH:18]=[CH:17][N:16]=[C:15]([N:19]4[CH2:20][CH2:21][O:22][CH2:23][CH2:24]4)[CH2:14]3)[CH:9]=[CH:8][C:6]=2[N:7]=1)=[O:33]. The catalyst class is: 2. (5) Reactant: C(OC(=O)[NH:7][CH2:8][CH2:9][C:10]1[NH:11][CH:12]=[C:13]([C:15]2[CH:20]=[CH:19][C:18]([C:21]3[CH:26]=[CH:25][CH:24]=[CH:23][CH:22]=3)=[CH:17][CH:16]=2)[N:14]=1)(C)(C)C.C(OCC)(=O)C. Product: [C:18]1([C:21]2[CH:22]=[CH:23][CH:24]=[CH:25][CH:26]=2)[CH:19]=[CH:20][C:15]([C:13]2[N:14]=[C:10]([CH2:9][CH2:8][NH2:7])[NH:11][CH:12]=2)=[CH:16][CH:17]=1. The catalyst class is: 33. (6) Reactant: [CH:1]1(/[CH:6]=[CH:7]/[C@H:8]([C@@H:10]2[O:14][C:13](=[O:15])[C@H:12]([O:16][CH3:17])[C@@H:11]2[OH:18])[OH:9])[CH2:5][CH2:4][CH2:3][CH2:2]1.Cl.[NH2:20][C@H:21]1[CH2:27][CH2:26][C:25]2[CH:28]=[C:29]([C:32]3[CH:37]=[CH:36][CH:35]=[CH:34][CH:33]=3)[CH:30]=[CH:31][C:24]=2[NH:23][C:22]1=[O:38].C(C(CCCC)C([O-])=O)C.[Na+]. Product: [CH:1]1(/[CH:6]=[CH:7]/[C@@H:8]([OH:9])[C@H:10]([OH:14])[C@@H:11]([OH:18])[C@@H:12]([O:16][CH3:17])[C:13]([NH:20][C@H:21]2[CH2:27][CH2:26][C:25]3[CH:28]=[C:29]([C:32]4[CH:33]=[CH:34][CH:35]=[CH:36][CH:37]=4)[CH:30]=[CH:31][C:24]=3[NH:23][C:22]2=[O:38])=[O:15])[CH2:5][CH2:4][CH2:3][CH2:2]1. The catalyst class is: 1. (7) Reactant: [N:1]1([C:7]([O:9][CH2:10][C:11]2[CH:16]=[CH:15][CH:14]=[CH:13][CH:12]=2)=[O:8])[CH2:6][CH2:5][NH:4][CH2:3][CH2:2]1.Br[CH2:18][C:19]([O:21][CH3:22])=[O:20]. Product: [CH3:22][O:21][C:19](=[O:20])[CH2:18][N:4]1[CH2:5][CH2:6][N:1]([C:7]([O:9][CH2:10][C:11]2[CH:16]=[CH:15][CH:14]=[CH:13][CH:12]=2)=[O:8])[CH2:2][CH2:3]1. The catalyst class is: 1. (8) Product: [I:1][C:2]1[CH:7]=[CH:6][C:5]([CH3:8])=[C:4]([CH:3]=1)[CH2:9][C:10]1[CH:15]=[CH:14][C:13]([OH:16])=[CH:12][CH:11]=1. Reactant: [I:1][C:2]1[CH:7]=[CH:6][C:5]([CH3:8])=[C:4]([CH2:9][C:10]2[CH:15]=[CH:14][C:13]([O:16]C)=[CH:12][CH:11]=2)[CH:3]=1.B(Br)(Br)Br.C(=O)([O-])[O-].[K+].[K+].Cl. The catalyst class is: 4.